Binary Classification. Given a miRNA mature sequence and a target amino acid sequence, predict their likelihood of interaction. From a dataset of Experimentally validated miRNA-target interactions with 360,000+ pairs, plus equal number of negative samples. (1) The miRNA is hsa-miR-361-3p with sequence UCCCCCAGGUGUGAUUCUGAUUU. The protein sequence of the target gene is MSLWLEASMPDVSPDSATELWKTEPQDAGDQGGNTCILREEARMPQSTGVALGIGLESAEPTALLPRAETLPEPTELRPQKRKKGPAPKMLGNELCSVCGDKASGFHYNVLSCEGCKGFFRRSVIKGARYVCHSGGHCPMDTYMRRKCQECRLRKCRQAGMREECVLSEEQIRLKKLKRQEEEQAQATSVSPRVSSPPQVLPQLSPEQLGMIEKLVAAQQQCNRRSFSDRLRVTPWPIAPDPQSREARQQRFAHFTELAIVSVQEIVDFAKQLPGFLQLSREDQIALLKTSAIEVMLLET.... Result: 0 (no interaction). (2) The miRNA is hsa-miR-7153-3p with sequence CACCAUGGACGGUUUACC. The protein sequence of the target gene is MPRLFFFHLLGVCLLLNQFSRAVADSWMEEVIKLCGRELVRAQIAICGMSTWSKRSLSQEDAPQTPRPVAEIVPSFINKDTETINMMSEFVANLPQELKLTLSEMQPALPQLQQHVPVLKDSSLLFEEFKKLIRNRQSEAADSSPSELKYLGLDTHSRKKRQLYSALANKCCHVGCTKRSLARFC. Result: 1 (interaction). (3) The miRNA is hsa-miR-27b-3p with sequence UUCACAGUGGCUAAGUUCUGC. The protein sequence of the target gene is MSRNDKEPFFVKFLKSSDNSKCFFKALESIKEFQSEEYLQIITEEEALKIKENDRSLYICDPFSGVVFDHLKKLGCRIVGPQVVIFCMHHQRCVPRAEHPVYNMVMSDVTISCTSLEKEKREEVHKYVQMMGGRVYRDLNVSVTHLIAGEVGSKKYLVAANLKKPILLPSWIKTLWEKSQEKKITRYTDINMEDFKCPIFLGCIICVTGLCGLDRKEVQQLTVKHGGQYMGQLKMNECTHLIVQEPKGQKYECAKRWNVHCVTTQWFFDSIEKGFCQDESIYKTEPRPEAKTMPNSSTPT.... Result: 1 (interaction). (4) The miRNA is hsa-miR-561-5p with sequence AUCAAGGAUCUUAAACUUUGCC. The protein sequence of the target gene is MDDKELIEYFKSQMKEDPDMASAVAAIRTLLEFLKRDKGETIQGLRANLTSAIETLCGVDSSVAVSSGGELFLRFISLASLEYSDYSKCKKIMIERGELFLRRISLSRNKIADLCHTFIKDGATILTHAYSRVVLRVLEAAVAAKKRFSVYVTESQPDLSGKKMAKALCHLNVPVTVVLDAAVGYIMEKADLVIVGAEGVVENGGIINKIGTNQMAVCAKAQNKPFYVVAESFKFVRLFPLNQQDVPDKFKYKADTLKVAQTGQDLKEEHPWVDYTAPSLITLLFTDLGVLTPSAVSDEL.... Result: 0 (no interaction). (5) The miRNA is hsa-miR-5700 with sequence UAAUGCAUUAAAUUAUUGAAGG. The protein sequence of the target gene is MFLTEDLITFNLRNFLLFQLWESSFSPGAGGFCTTLPPSFLRVDDRATSSTTDSSRAPSSPRPPGSTSHCGISTRCTERCLCVLPLRTSQVPDVMAPQHDQEKFHDLAYSCLGKSFSMSNQDLYGYSTSSLALGLAWLSWETKKKNVLHLVGLDSL. Result: 0 (no interaction). (6) The miRNA is hsa-miR-1207-3p with sequence UCAGCUGGCCCUCAUUUC. The protein sequence of the target gene is MGRIGISCLFPASWHFSISPVGCPRILNTNLRQIMVISVLAAAVSLLYFSVVIIRNKYGRLTRDKKFQRYLARVTDIEATDTNNPNVNYGIVVDCGSSGSRVFVYCWPRHNGNPHDLLDIRQMRDKNRKPVVMKIKPGISEFATSPEKVSDYISPLLNFAAEHVPRAKHKETPLYILCTAGMRILPESQQKAILEDLLTDIPVHFDFLFSDSHAEVISGKQEGVYAWIGINFVLGRFEHIEDDDEAVVEVNIPGSESSEAIVRKRTAGILDMGGVSTQIAYEVPKTVSFASSQQEEVAKN.... Result: 1 (interaction). (7) The miRNA is hsa-miR-548av-3p with sequence AAAACUGCAGUUACUUUUGC. The protein sequence of the target gene is MEGNRDEAEKCVEIAREALNAGNREKAQRFLQKAEKLYPLPSARALLEIIMKNGSTAGNSPHCRKPSGSGDQSKPNCTKDSTSGSGEGGKGYTKDQVDGVLSINKCKNYYEVLGVTKDAGDEDLKKAYRKLALKFHPDKNHAPGATDAFKKIGNAYAVLSNPEKRKQYDLTGNEEQACNHQNNGRFNFHRGCEADITPEDLFNIFFGGGFPSGSVHSFSNGRAGYSQQHQHRHSGHEREEERGDGGFSVFIQLMPIIVLILVSLLSQLMVSNPPYSLYPRSGTGQTIKMQTENLGVVYYV.... Result: 1 (interaction). (8) The miRNA is cel-miR-83-3p with sequence UAGCACCAUAUAAAUUCAGUAA. The protein sequence of the target gene is MKMLLLLCLGLTLVCVHAEEASSTGRNFNVEKINGEWHTIILASDKREKIEDNGNFRLFLEQIHVLENSLVLKFHTVRDEECSELSMVADKTEKAGEYSVTYDGFNTFTIPKTDYDNFLMAHLINEKDGETFQLMGLYGREPDLSSDIKERFAQLCEKHGILRENIIDLSNANRCLQARE. Result: 0 (no interaction). (9) The miRNA is hsa-miR-7111-3p with sequence AUCCUCUCUUCCCUCCUCCCAG. The protein sequence of the target gene is MLCLCLYVPVIGEAQTEFQYFESKGLPAELKSIFKLSVFIPSQEFSTYRQWKQKIVQAGDKDLDGQLDFEEFVHYLQDHEKKLRLVFKSLDKKNDGRIDAQEIMQSLRDLGVKISEQQAEKILKSMDKNGTMTIDWNEWRDYHLLHPVENIPEIILYWKHSTIFDVGENLTVPDEFTVEERQTGMWWRHLVAGGGAGAVSRTCTAPLDRLKVLMQVHASRSNNMGIVGGFTQMIREGGARSLWRGNGINVLKIAPESAIKFMAYEQIKRLVGSDQETLRIHERLVAGSLAGAIAQSSIYP.... Result: 1 (interaction). (10) The miRNA is mmu-miR-1194 with sequence GAAUGAGUAACUGCUAGAUCCU. The protein sequence of the target gene is MRRSTTISIASKANKFLNLCLLQKGNPVIVPFISRFWGRTFSTKRSSMNLEEEIDLFCKMIQSRPLPSIVDFSKVLSKIAKSKNYDLVISLFHHMEVCGIGHDLYSYNIVINCLCRCSRFVIALSVVGKMMKFGYEPDVVTVSSLINGFCQGNRVFDAIDLVSKMEEMGFRPDVVIYNTIIDGSCKIGLVNDAVELFDRMERDGVRADAVTYNSLVAGLCCSGRWSDAARLMRDMVMRDIVPNVITFTAVIDVFVKEGKFSEAMKLYEEMTRRCVDPDVFTYNSLINGLCMHGRVDEAKQ.... Result: 0 (no interaction).